From a dataset of Peptide-MHC class I binding affinity with 185,985 pairs from IEDB/IMGT. Regression. Given a peptide amino acid sequence and an MHC pseudo amino acid sequence, predict their binding affinity value. This is MHC class I binding data. (1) The peptide sequence is YHVKYPNL. The MHC is H-2-Kb with pseudo-sequence H-2-Kb. The binding affinity (normalized) is 0.630. (2) The peptide sequence is RVATDATAL. The MHC is HLA-B07:02 with pseudo-sequence HLA-B07:02. The binding affinity (normalized) is 0.683. (3) The binding affinity (normalized) is 0.152. The MHC is HLA-A26:01 with pseudo-sequence HLA-A26:01. The peptide sequence is ASPILRFLY. (4) The peptide sequence is VLTLLLLLV. The MHC is HLA-A29:02 with pseudo-sequence HLA-A29:02. The binding affinity (normalized) is 0.0829.